This data is from Full USPTO retrosynthesis dataset with 1.9M reactions from patents (1976-2016). The task is: Predict the reactants needed to synthesize the given product. (1) Given the product [CH3:19][C:14]1([CH3:20])[C:15]([CH3:18])([CH3:17])[O:16][B:12]([C:2]2[CH:11]=[CH:10][C:5]3[O:6][CH2:7][CH2:8][NH:9][C:4]=3[CH:3]=2)[O:13]1, predict the reactants needed to synthesize it. The reactants are: Br[C:2]1[CH:11]=[CH:10][C:5]2[O:6][CH2:7][CH2:8][NH:9][C:4]=2[CH:3]=1.[B:12]1([B:12]2[O:16][C:15]([CH3:18])([CH3:17])[C:14]([CH3:20])([CH3:19])[O:13]2)[O:16][C:15]([CH3:18])([CH3:17])[C:14]([CH3:20])([CH3:19])[O:13]1.CC([O-])=O.[K+].C(Cl)Cl. (2) Given the product [F:26][C:18]1[N:17]=[C:16]2[O:8][C:9]([CH3:12])([CH3:10])[CH2:13][C@H:14]([NH:28][S:29]([C:31]([CH3:34])([CH3:33])[CH3:32])=[O:30])[C:15]2=[CH:20][C:19]=1[CH2:21][C:22]([CH3:25])([CH3:24])[CH3:23], predict the reactants needed to synthesize it. The reactants are: [Si]([O:8][C:9]1([CH2:13][C@H:14]([NH:28][S:29]([C:31]([CH3:34])([CH3:33])[CH3:32])=[O:30])[C:15]2[C:16](F)=[N:17][C:18]([F:26])=[C:19]([CH2:21][C:22]([CH3:25])([CH3:24])[CH3:23])[CH:20]=2)[CH2:12]C[CH2:10]1)(C(C)(C)C)(C)C.CCCC[N+](CCCC)(CCCC)CCCC.[F-].[H-].[Na+].